This data is from Catalyst prediction with 721,799 reactions and 888 catalyst types from USPTO. The task is: Predict which catalyst facilitates the given reaction. Reactant: [CH3:1][C:2]([C:4]1[CH:9]=[CH:8][C:7]([I:10])=[CH:6][CH:5]=1)=[O:3].[N+:11]([C:14]1[CH:21]=[C:20]([N+:22]([O-:24])=[O:23])[CH:19]=[CH:18][C:15]=1[CH:16]=O)([O-:13])=[O:12].[OH-].[K+]. Product: [N+:11]([C:14]1[CH:21]=[C:20]([N+:22]([O-:24])=[O:23])[CH:19]=[CH:18][C:15]=1[CH:16]=[CH:1][C:2]([C:4]1[CH:9]=[CH:8][C:7]([I:10])=[CH:6][CH:5]=1)=[O:3])([O-:13])=[O:12]. The catalyst class is: 8.